Task: Binary Classification. Given a miRNA mature sequence and a target amino acid sequence, predict their likelihood of interaction.. Dataset: Experimentally validated miRNA-target interactions with 360,000+ pairs, plus equal number of negative samples The miRNA is cel-miR-67-3p with sequence UCACAACCUCCUAGAAAGAGUAGA. The protein sequence of the target gene is METRTEDGGLTRRPTLASSWDVAGGALTHSLLLTRAGLGPGDFDWEELLAPPAPGQDLVILKRNHNNKDENPCFLYLRCGPDGGEEIASIGILSSARNMEVYLGEEYCGTSRGKNVCTVLDDSEHEKIILYKKNLKLESSTHACKIKLLSFGERQCVFISKVVVHMRSVFANSSTSSPALGSRIDLDKVQTIMESMGSKLSPGAQQLMDMVRCQQRNCIPIGEQLQSVLGNSGYKHMIGLQSSSTLGTLNKSSSTPFPFRTGLTSGNVTENLQTYIDKSTQLPGGENSTKLDECKVMPQN.... Result: 0 (no interaction).